This data is from CYP1A2 inhibition data for predicting drug metabolism from PubChem BioAssay. The task is: Regression/Classification. Given a drug SMILES string, predict its absorption, distribution, metabolism, or excretion properties. Task type varies by dataset: regression for continuous measurements (e.g., permeability, clearance, half-life) or binary classification for categorical outcomes (e.g., BBB penetration, CYP inhibition). Dataset: cyp1a2_veith. (1) The molecule is COc1cccc(-n2ccnc2SCC(=O)Nc2nccs2)c1. The result is 1 (inhibitor). (2) The compound is Cc1nc2c(C)cccn2c1/C(O)=C1\C(=O)C(=O)N(CCN2CCOCC2)C1c1ccncc1. The result is 0 (non-inhibitor). (3) The drug is CN[C@@H](CC(C)C)C(=O)N[C@@H]1C(=O)N[C@H](CC(N)=O)C(=O)N[C@@H]2C(=O)N[C@H]3C(=O)N[C@H](C(=O)N[C@H](C(=O)O)c4cc(O)cc(O)c4-c4cc3ccc4O)[C@H](O)c3ccc(c(Cl)c3)Oc3cc2cc(c3O[C@H]2O[C@@H](CO)[C@@H](O)[C@@H](O)[C@@H]2O[C@@H]2C[C@](C)(N)[C@H](O)[C@H](C)O2)Oc2ccc(cc2Cl)[C@@H]1O. The result is 0 (non-inhibitor).